This data is from Forward reaction prediction with 1.9M reactions from USPTO patents (1976-2016). The task is: Predict the product of the given reaction. Given the reactants CC(O)(C(O)C[CH2:6][C@H:7]([C@@H:9]1[C@:26]2([CH3:27])[C@H:12]([C@H:13]3[C@H:23]([CH2:24][CH2:25]2)[C@:21]2([CH3:22])[C@@H:16]([CH2:17][C:18](=[O:28])[CH2:19][CH2:20]2)[CH2:15][CH:14]3[OH:29])[CH2:11][CH2:10]1)[CH3:8])C.Cl[O-].[Ca+2].Cl[O-].S([O-])([O-])=O.[Na+].[Na+].Cl.[C:44]([OH:47])(=[O:46])[CH3:45], predict the reaction product. The product is: [O:28]=[C:18]1[CH2:19][CH2:20][C@@:21]2([CH3:22])[C@H:16]([CH2:15][C:14](=[O:29])[C@@H:13]3[C@@H:23]2[CH2:24][CH2:25][C@@:26]2([CH3:27])[C@H:12]3[CH2:11][CH2:10][C@@H:9]2[C@H:7]([CH3:8])[CH2:6][CH2:45][C:44]([OH:47])=[O:46])[CH2:17]1.